This data is from Full USPTO retrosynthesis dataset with 1.9M reactions from patents (1976-2016). The task is: Predict the reactants needed to synthesize the given product. (1) Given the product [Cl:1][C:2]1[CH:19]=[CH:18][C:17]([C:20]2[CH:24]=[N:23][NH:22][CH:21]=2)=[CH:16][C:3]=1[C:4]([NH:6][CH2:7][CH2:8][C:9]1[CH:14]=[CH:13][CH:12]=[CH:11][C:10]=1[Cl:15])=[O:5], predict the reactants needed to synthesize it. The reactants are: [Cl:1][C:2]1[CH:19]=[CH:18][C:17]([C:20]2[CH:21]=[N:22][N:23](CC3C=CC(OC)=CC=3)[CH:24]=2)=[CH:16][C:3]=1[C:4]([NH:6][CH2:7][CH2:8][C:9]1[CH:14]=[CH:13][CH:12]=[CH:11][C:10]=1[Cl:15])=[O:5].FC(F)(F)C(O)=O.C1(OC)C=CC=CC=1. (2) The reactants are: C([O:5][C:6](=[O:32])[C:7]([S:10][C:11]1[S:12][CH:13]=[C:14]([CH2:16][CH2:17][O:18][C:19]2[N:20]=[N:21][C:22]([C:25]3[CH:30]=[CH:29][C:28]([F:31])=[CH:27][CH:26]=3)=[CH:23][CH:24]=2)[N:15]=1)([CH3:9])[CH3:8])(C)(C)C.FC(F)(F)C(O)=O. Given the product [F:31][C:28]1[CH:27]=[CH:26][C:25]([C:22]2[N:21]=[N:20][C:19]([O:18][CH2:17][CH2:16][C:14]3[N:15]=[C:11]([S:10][C:7]([CH3:9])([CH3:8])[C:6]([OH:32])=[O:5])[S:12][CH:13]=3)=[CH:24][CH:23]=2)=[CH:30][CH:29]=1, predict the reactants needed to synthesize it. (3) Given the product [Cl:1][C:2]1[CH:3]=[CH:4][C:5]([C:6]([NH:8][CH:9]([CH2:13][C:14]2[C:23]3[C:18](=[CH:19][CH:20]=[CH:21][CH:22]=3)[NH:17][C:16](=[O:24])[CH:15]=2)[C:10]([S:11][CH2:27][C:28]2[CH:35]=[CH:34][CH:33]=[C:30]([CH3:31])[CH:29]=2)=[O:12])=[O:7])=[CH:25][CH:26]=1, predict the reactants needed to synthesize it. The reactants are: [Cl:1][C:2]1[CH:26]=[CH:25][C:5]([C:6]([NH:8][CH:9]([CH2:13][C:14]2[C:23]3[C:18](=[CH:19][CH:20]=[CH:21][CH:22]=3)[NH:17][C:16](=[O:24])[CH:15]=2)[C:10]([OH:12])=[S:11])=[O:7])=[CH:4][CH:3]=1.[CH3:27][C:28]1[CH:29]=[C:30]([CH:33]=[CH:34][CH:35]=1)[CH2:31]Br. (4) The reactants are: FC(F)(F)S(O[C:7]1[CH:12]=[CH:11][CH:10]=[C:9]([N+:13]([O-:15])=[O:14])[C:8]=1[C:16]#[N:17])(=O)=O.[B-](F)(F)(F)[C:21]([CH3:23])=[CH2:22].[K+].C(=O)([O-])[O-].[Cs+].[Cs+]. Given the product [N+:13]([C:9]1[CH:10]=[CH:11][CH:12]=[C:7]([C:21]([CH3:23])=[CH2:22])[C:8]=1[C:16]#[N:17])([O-:15])=[O:14], predict the reactants needed to synthesize it. (5) Given the product [ClH:2].[Cl:2][C:3]1[CH:8]=[CH:7][N:6]=[C:5]([C:9]([Cl:15])=[O:11])[CH:4]=1, predict the reactants needed to synthesize it. The reactants are: Cl.[Cl:2][C:3]1[CH:8]=[CH:7][N:6]=[C:5]([C:9]([O:11]C)=O)[CH:4]=1.O=S(Cl)[Cl:15].N1C=CC=CC=1C(O)=O. (6) Given the product [OH:19][C@@:9]1([CH3:8])[C:17](=[O:18])[CH2:16][C@H:12]2[CH2:11][C@@H:10]1[C:13]2([CH3:15])[CH3:14], predict the reactants needed to synthesize it. The reactants are: C(N(CC)CC)C.[CH3:8][C@:9]1([OH:19])[C@@H:17]([OH:18])[CH2:16][C@@H:12]2[C:13]([CH3:15])([CH3:14])[C@H:10]1[CH2:11]2.